Dataset: Catalyst prediction with 721,799 reactions and 888 catalyst types from USPTO. Task: Predict which catalyst facilitates the given reaction. (1) Reactant: [C:1]([O:5][C:6]([N:8]([CH3:34])[C:9]([CH2:21][CH2:22][CH2:23][CH2:24][B:25]1[O:29][C:28]([CH3:31])([CH3:30])[C:27]([CH3:33])([CH3:32])[O:26]1)([CH2:17][CH2:18][CH:19]=C)[C:10]([O:12][C:13]([CH3:16])([CH3:15])[CH3:14])=[O:11])=[O:7])([CH3:4])([CH3:3])[CH3:2].[O:35]=[O+][O-].C1(P(C2C=CC=CC=2)C2C=CC=CC=2)C=CC=CC=1. Product: [C:1]([O:5][C:6]([N:8]([CH3:34])[C:9]([CH2:17][CH2:18][CH:19]=[O:35])([CH2:21][CH2:22][CH2:23][CH2:24][B:25]1[O:26][C:27]([CH3:32])([CH3:33])[C:28]([CH3:30])([CH3:31])[O:29]1)[C:10]([O:12][C:13]([CH3:14])([CH3:15])[CH3:16])=[O:11])=[O:7])([CH3:3])([CH3:4])[CH3:2]. The catalyst class is: 4. (2) Reactant: [Cl:1][C:2]1[CH:7]=[CH:6][CH:5]=[C:4]([F:8])[C:3]=1[C:9]1[NH:10][C:11]2[C:16]([CH:17]=1)=[CH:15][C:14](B1OC(C)(C)C(C)(C)O1)=[CH:13][CH:12]=2.[CH:27]([C:30]1[S:34][C:33]([C:35]2[CH:36]=[N:37][CH:38]=[CH:39][CH:40]=2)=[N:32][C:31]=1OS(C(F)(F)F)(=O)=O)([CH3:29])[CH3:28].C(=O)([O-])[O-].[K+].[K+].O1CCOCC1. Product: [Cl:1][C:2]1[CH:7]=[CH:6][CH:5]=[C:4]([F:8])[C:3]=1[C:9]1[NH:10][C:11]2[C:16]([CH:17]=1)=[CH:15][C:14]([C:31]1[N:32]=[C:33]([C:35]3[CH:36]=[N:37][CH:38]=[CH:39][CH:40]=3)[S:34][C:30]=1[CH:27]([CH3:29])[CH3:28])=[CH:13][CH:12]=2. The catalyst class is: 263. (3) Reactant: [Cl:1][C:2]1[C:3]2[NH:10][CH:9]=[CH:8][C:4]=2[N:5]=[CH:6][N:7]=1.C(=O)([O-])[O-].[Cs+].[Cs+].Br[CH2:18][CH2:19][CH3:20]. Product: [Cl:1][C:2]1[C:3]2[N:10]([CH2:18][CH2:19][CH3:20])[CH:9]=[CH:8][C:4]=2[N:5]=[CH:6][N:7]=1. The catalyst class is: 35. (4) Reactant: [C:1]1([C:7]2([NH:13][C:14](=[O:16])[CH3:15])[CH2:12][CH2:11][NH:10][CH2:9][CH2:8]2)[CH:6]=[CH:5][CH:4]=[CH:3][CH:2]=1.[F:17][C:18]1[CH:43]=[CH:42][C:21]([CH2:22][N:23]([CH3:41])[C:24]([C@@:26]2([C:33]3[CH:38]=[CH:37][C:36]([Cl:39])=[C:35]([Cl:40])[CH:34]=3)[CH2:28][C@H:27]2/[CH:29]=[CH:30]/[CH:31]=O)=[O:25])=[CH:20][CH:19]=1.C([BH3-])#N.[Na+]. Product: [F:17][C:18]1[CH:43]=[CH:42][C:21]([CH2:22][N:23]([CH3:41])[C:24]([C@@:26]2([C:33]3[CH:38]=[CH:37][C:36]([Cl:39])=[C:35]([Cl:40])[CH:34]=3)[CH2:28][C@H:27]2/[CH:29]=[CH:30]/[CH2:31][N:10]2[CH2:11][CH2:12][C:7]([NH:13][C:14](=[O:16])[CH3:15])([C:1]3[CH:2]=[CH:3][CH:4]=[CH:5][CH:6]=3)[CH2:8][CH2:9]2)=[O:25])=[CH:20][CH:19]=1. The catalyst class is: 8.